Dataset: Reaction yield outcomes from USPTO patents with 853,638 reactions. Task: Predict the reaction yield, written as a fraction of the theoretical maximum amount of product (1.0 means a 100% yield; for example, 0.34 means a 34% yield). (1) The reactants are Cl[C:2]1[CH:7]=[CH:6][N:5]=[C:4]([N:8]2[C:20](=[O:21])[C:19]3[N:11]([C:12]4[C@H:13]5[CH2:22][C@@H:16]([C:17]=4[CH:18]=3)[CH2:15][CH2:14]5)[CH2:10][CH2:9]2)[C:3]=1[CH:23]=[O:24].[CH3:25][N:26]1[CH:31]=[C:30](B2OC(C)(C)C(C)(C)O2)[CH:29]=[C:28]([NH:41][C:42]2[CH:51]=[C:45]3[CH2:46][N:47]([CH3:50])[CH2:48][CH2:49][N:44]3[N:43]=2)[C:27]1=[O:52].C([O-])(=O)C.[Na+].[O-]P([O-])([O-])=O.[K+].[K+].[K+]. The catalyst is [Pd].O.C(#N)C. The product is [CH3:25][N:26]1[C:27](=[O:52])[C:28]([NH:41][C:42]2[CH:51]=[C:45]3[CH2:46][N:47]([CH3:50])[CH2:48][CH2:49][N:44]3[N:43]=2)=[CH:29][C:30]([C:2]2[CH:7]=[CH:6][N:5]=[C:4]([N:8]3[C:20](=[O:21])[C:19]4[N:11]([C:12]5[C@H:13]6[CH2:22][C@@H:16]([C:17]=5[CH:18]=4)[CH2:15][CH2:14]6)[CH2:10][CH2:9]3)[C:3]=2[CH:23]=[O:24])=[CH:31]1. The yield is 0.520. (2) The reactants are F[P-](F)(F)(F)(F)F.N1(O[P+](N(C)C)(N(C)C)N(C)C)C2C=CC=CC=2N=N1.[CH:28]1([CH2:34][C@H:35]([N:39]2[CH2:47][C:46]3[C:41](=[CH:42][CH:43]=[C:44]([N+:48]([O-:50])=[O:49])[CH:45]=3)[C:40]2=[O:51])[C:36](O)=[O:37])[CH2:33][CH2:32][CH2:31][CH2:30][CH2:29]1.[NH2:52][C:53]1[S:54][CH:55]=[CH:56][N:57]=1.C1(C[C@H](N2CC3C(=CC=CC=3)C2=O)C(NC2SC=CN=2)=O)CCCCC1. No catalyst specified. The product is [CH:28]1([CH2:34][CH:35]([N:39]2[CH2:47][C:46]3[C:41](=[CH:42][CH:43]=[C:44]([N+:48]([O-:50])=[O:49])[CH:45]=3)[C:40]2=[O:51])[C:36]([NH:52][C:53]2[S:54][CH:55]=[CH:56][N:57]=2)=[O:37])[CH2:33][CH2:32][CH2:31][CH2:30][CH2:29]1. The yield is 0.300. (3) The reactants are [F:1][C:2]1[CH:7]=[C:6]([F:8])[CH:5]=[CH:4][C:3]=1[N:9]1[CH:13]=[N:12][CH:11]=[N:10]1.C([Li])CCC.[Cl:19]C(Cl)(Cl)C(Cl)(Cl)Cl. The catalyst is C1COCC1. The product is [Cl:19][C:13]1[N:9]([C:3]2[CH:4]=[CH:5][C:6]([F:8])=[CH:7][C:2]=2[F:1])[N:10]=[CH:11][N:12]=1. The yield is 0.660. (4) The reactants are [Cl:1][C:2]1[CH:7]=[CH:6][C:5]([C:8](=O)[CH2:9][C:10]2[CH:15]=[CH:14][C:13]([CH2:16][CH3:17])=[CH:12][CH:11]=2)=[CH:4][CH:3]=1.[NH2:19][C:20]([NH2:22])=[S:21].II.[OH-].[Na+]. The catalyst is O. The product is [Cl:1][C:2]1[CH:7]=[CH:6][C:5]([C:8]2[N:19]=[C:20]([NH2:22])[S:21][C:9]=2[C:10]2[CH:15]=[CH:14][C:13]([CH2:16][CH3:17])=[CH:12][CH:11]=2)=[CH:4][CH:3]=1. The yield is 0.330.